This data is from Reaction yield outcomes from USPTO patents with 853,638 reactions. The task is: Predict the reaction yield, written as a fraction of the theoretical maximum amount of product (1.0 means a 100% yield; for example, 0.34 means a 34% yield). (1) The reactants are [CH3:1][C:2]([CH3:38])([CH3:37])[C@H:3]([NH:8][C:9](=[O:36])[C@H:10]([CH:15]([C:26]([O:28]CC1C=CC=CC=1)=[O:27])[C:16]([O:18]CC1C=CC=CC=1)=[O:17])[CH2:11][CH:12]([CH3:14])[CH3:13])[C:4]([NH:6][CH3:7])=[O:5]. The catalyst is C(O)C. The product is [CH3:38][C:2]([CH3:1])([CH3:37])[C@H:3]([NH:8][C:9](=[O:36])[C@H:10]([CH:15]([C:26]([OH:28])=[O:27])[C:16]([OH:18])=[O:17])[CH2:11][CH:12]([CH3:14])[CH3:13])[C:4]([NH:6][CH3:7])=[O:5]. The yield is 1.00. (2) The reactants are [I:1][C:2]1[CH:3]=[C:4]2[C:8](=[CH:9][CH:10]=1)[NH:7][N:6]=[C:5]2[C:11]([N:13]([O:15][CH3:16])[CH3:14])=[O:12].CC1C=CC(S(O)(=O)=O)=CC=1.[O:28]1[CH:33]=[CH:32][CH2:31][CH2:30][CH2:29]1. The catalyst is C(Cl)Cl.O. The product is [I:1][C:2]1[CH:3]=[C:4]2[C:8](=[CH:9][CH:10]=1)[N:7]([CH:29]1[CH2:30][CH2:31][CH2:32][CH2:33][O:28]1)[N:6]=[C:5]2[C:11]([N:13]([O:15][CH3:16])[CH3:14])=[O:12]. The yield is 0.800. (3) The reactants are C[Si](C)(C1C=CC=CC=1)[C:3]1[CH:8]=[CH:7][N:6]=[CH:5][C:4]=1[CH:9]1[CH2:13][CH2:12][CH2:11][N:10]1[CH3:14].F.[K].OO.O.C([O-])([O-])=[O:28].[K+].[K+]. The catalyst is CO. The product is [CH3:14][N:10]1[CH2:11][CH2:12][CH2:13][CH:9]1[C:4]1[CH:5]=[N:6][CH:7]=[CH:8][C:3]=1[OH:28]. The yield is 0.820. (4) The reactants are [Br:1][C:2]1[CH:7]=[C:6]([CH3:8])[CH:5]=[CH:4][N:3]=1.[O-:9][Mn](=O)(=O)=O.[K+].N1C=CC=CC=1.[OH2:21]. The product is [Br:1][C:2]1[CH:7]=[C:6]([CH:5]=[CH:4][N:3]=1)[C:8]([OH:9])=[O:21]. The catalyst is O. The yield is 0.470.